This data is from Forward reaction prediction with 1.9M reactions from USPTO patents (1976-2016). The task is: Predict the product of the given reaction. (1) Given the reactants [C:1]([O:5][C:6]([N:8]1[CH2:13][CH2:12][CH:11]([C:14](=[O:23])[NH:15][C:16]2[CH:21]=[CH:20][CH:19]=[CH:18][C:17]=2[Br:22])[CH2:10][CH2:9]1)=[O:7])([CH3:4])([CH3:3])[CH3:2].[H-].[Na+].Br[CH2:27][CH:28]1[CH2:33][CH2:32][CH2:31][CH2:30][CH2:29]1, predict the reaction product. The product is: [C:1]([O:5][C:6]([N:8]1[CH2:13][CH2:12][CH:11]([C:14](=[O:23])[N:15]([C:16]2[CH:21]=[CH:20][CH:19]=[CH:18][C:17]=2[Br:22])[CH2:27][CH:28]2[CH2:33][CH2:32][CH2:31][CH2:30][CH2:29]2)[CH2:10][CH2:9]1)=[O:7])([CH3:4])([CH3:2])[CH3:3]. (2) Given the reactants Br[C:2]1[CH:11]=[C:10]2[C:5]([C:6]([O:12][C:13]3[CH:18]=[CH:17][C:16]([NH2:19])=[CH:15][CH:14]=3)=[CH:7][CH:8]=[N:9]2)=[N:4][CH:3]=1.[H][H], predict the reaction product. The product is: [N:9]1[C:10]2[CH2:11][CH2:2][CH2:3][NH:4][C:5]=2[C:6]([O:12][C:13]2[CH:14]=[CH:15][C:16]([NH2:19])=[CH:17][CH:18]=2)=[CH:7][CH:8]=1. (3) Given the reactants Cl[C:2]1[CH:3]=[CH:4][C:5]2[C:11]3[N:12](CC4C=CC(OC)=CC=4OC)[C:13](=[O:21])[C:14]([C:17]([O:19]C)=[O:18])=[C:15]([OH:16])[C:10]=3[CH2:9][CH2:8][N:7](C(OCC3C=CC=CC=3)=O)[C:6]=2[CH:43]=1.CC([O-])(C)C.[Na+].C1(C)C=CC=CC=1.[NH:57]1[CH2:61][CH2:60][CH2:59][CH2:58]1, predict the reaction product. The product is: [OH:16][C:15]1[C:10]2[CH2:9][CH2:8][NH:7][C:6]3[CH:43]=[C:2]([N:57]4[CH2:61][CH2:60][CH2:59][CH2:58]4)[CH:3]=[CH:4][C:5]=3[C:11]=2[NH:12][C:13](=[O:21])[C:14]=1[C:17]([OH:19])=[O:18].